Dataset: Drug-target binding data from BindingDB using Ki measurements. Task: Regression. Given a target protein amino acid sequence and a drug SMILES string, predict the binding affinity score between them. We predict pKi (pKi = -log10(Ki in M); higher means stronger inhibition). Dataset: bindingdb_ki. (1) The drug is CC(C)CCC[C@@H](C)[C@H]1CC[C@@]2(CC3CO3)[C@@H]3CC[C@@]4(C)C[C@@H](O)CC[C@]4(O)[C@H]3CC[C@]12C. The target protein (Q64654) has sequence MVLLGLLQSGGSVLGQAMEQVTGGNLLSTLLIACAFTLSLVYLFRLAVGHMVQLPAGAKSPPYIYSPIPFLGHAIAFGKSPIEFLENAYEKYGPVFSFTMVGKTFTYLLGSDAAALLFNSKNEDLNAEEVYGRLTTPVFGKGVAYDVPNAVFLEQKKILKSGLNIAHFKQYVSIIEKEAKEYFKSWGESGERNVFEALSELIILTASHCLHGKEIRSQLNEKVAQLYADLDGGFSHAAWLLPGWLPLPSFRRRDRAHREIKNIFYKAIQKRRLSKEPAEDILQTLLDSTYKDGRPLTDDEIAGMLIGLLLAGQHTSSTTSAWMGFFLARDKPLQDKCYLEQKTVCGEDLPPLTYEQLKDLNLLDRCIKETLRLRPPIMTMMRMAKTPQTVAGYTIPPGHQVCVSPTVNQRLKDSWVERLDFNPDRYLQDNPASGEKFAYVPFGAGRHRCIGENFAYVQIKTIWSTMLRLYEFDLINGYFPSVNYTTMIHTPENPVIRYKR.... The pKi is 6.2. (2) The compound is CC(C)CC(C)c1sccc1NC(=O)c1cn(C)nc1C(F)(F)F. The target protein (D0VWV4) has sequence MAALLLRHVGRHCLRAHLSPQLCIRNAVPLGTTAKEEMERFWNKNLGSNRPLSPHITIYRWSLPMAMSICHRGTGIALSAGVSLFGLSALLLPGNFESHLELVKSLCLGPTLIYTAKFGIVFPLMYHTWNGIRHLIWDLGKGLTIPQLTQSGVVVLILTVLSSVGLAAM. The pKi is 6.5. (3) The small molecule is C=CC[N+]12CC[C@H]3[C@@H]1C[C@H]1C(=CCO[C@@H]4[C@H]1[C@@H]3N(c1ccccc1)[C@@H]1OCC=C3CN5CC[C@]67c8ccccc8N4[C@H]6[C@H]1[C@H]3C[C@H]57)C2. The target protein (P36544) has sequence MRCSPGGVWLALAASLLHVSLQGEFQRKLYKELVKNYNPLERPVANDSQPLTVYFSLSLLQIMDVDEKNQVLTTNIWLQMSWTDHYLQWNVSEYPGVKTVRFPDGQIWKPDILLYNSADERFDATFHTNVLVNSSGHCQYLPPGIFKSSCYIDVRWFPFDVQHCKLKFGSWSYGGWSLDLQMQEADISGYIPNGEWDLVGIPGKRSERFYECCKEPYPDVTFTVTMRRRTLYYGLNLLIPCVLISALALLVFLLPADSGEKISLGITVLLSLTVFMLLVAEIMPATSDSVPLIAQYFASTMIIVGLSVVVTVIVLQYHHHDPDGGKMPKWTRVILLNWCAWFLRMKRPGEDKVRPACQHKQRRCSLASVEMSAVAPPPASNGNLLYIGFRGLDGVHCVPTPDSGVVCGRMACSPTHDEHLLHGGQPPEGDPDLAKILEEVRYIANRFRCQDESEAVCSEWKFAACVVDRLCLMAFSVFTIICTIGILMSAPNFVEAVSKD.... The pKi is 7.2. (4) The compound is Cc1cc(C(C)(C)C)c(O)c(C)c1CC1=NCCN1. The target protein (P18871) has sequence MGSLQPEAGNASWNGTEAPGGGARATPYSLQVTLTLVCLAGLLMLFTVFGNVLVIIAVFTSRALKAPQNLFLVSLASADILVATLVIPFSLANEVMGYWYFGKAWCEIYLALDVLFCTSSIVHLCAISLDRYWSITQAIEYNLKRTPRRIKAIIVTVWVISAVISFPPLISIEKKAGGGGQQPAEPRCEINDQKWYVISSCIGSFFAPCLIMILVYVRIYQIAKRRTRVPPSRRGPDAAAALPGGAERRPNGLGPERGVGRVGAEAEPLPVQLNGAPGEPAPAGPRDADGLDLEESSSSEHAERPPGPRRSERGPRAKSKARASQVKPGDSLPRRGPGAPGPGAPATGAGEERGGVAKASRWRGRQNREKRFTFVLAVVIGVFVVCWFPFFFTYTLTAVGCSVPPTLFKFFFWFGYCNSSLNPVIYTIFNHDFRRAFKKILCRGDRKRIV. The pKi is 8.5. (5) The small molecule is COCCCCn1c(=O)cc(Nc2ccc(C)c(Br)c2)[nH]c1=O. The target protein (P13267) has sequence MEQLSVNRRQFQILLQQINMTDDTFMTYFEHGEIKKLTIHKASKSWHFHFQFKSLLPFQIYDTLTTRLTQSFAHIAKVTSSIEVQDAEVSESIVQDYWSRCIEELQGISPPIISLLNQQKPKLKGNKLIVKTKTDTEAAALKNKYSSMIQAEYRQFGFPDLQLDAEIFVSEQEVQKFREQKLAEDQERAMQALIEMEKKDKESDEDQAPSGPLVIGYQIKDNEEIRTLDSIMDEERRITVQGYVFDVETRELKSGRTLCIFKITDYTNSILIKMFAREKEDAALMKSLKKGMWVKARGSIQNDTFVRDLVMIANDVNEIKAKTREDSAPEGEKRVELHLHSPMSQMDAVTGIGKLVEQAKKWGHEAIALTDHAVVQSFPDAYSAAKKHGIKMIYGMEANLVDDGVPIAYNAAHRLLEEETYVVFDVETTGLSAVYDTIIELAAVKVKGGEIIDKFEAFANPHRPLSATIIELTGITDDMLQDAPDVVDVIRDFREWIGDD.... The pKi is 6.9. (6) The drug is COc1cccc(OC)c1-c1cc(C(=O)NC2(C(=O)O)C3CC4CC(C3)CC2C4)nn1-c1ccnc2cc(Cl)ccc12. The target protein (Q63384) has sequence METSSPWPPRPSPSAGLSLEARLGVDTRLWAKVLFTALYSLIFAFGTAGNALSVHVVLKARAGRPGRLRYHVLSLALSALLLLLVSMPMELYNFVWSHYPWVFGDLGCRGYYFVRELCAYATVLSVASLSAERCLAVCQPLRARRLLTPRRTRRLLSLVWVASLGLALPMAVIMGQKHEVESADGEPEPASRVCTVLVSRATLQVFIQVNVLVSFALPLALTAFLNGITVNHLMALYSQVPSASAQVSSIPSRLELLSEEGLLGFITWRKTLSLGVQASLVRHKDASQIRSLQHSAQVLRAIVAVYVICWLPYHARRLMYCYIPDDGWTNELYDFYHYFYMVTNTLFYVSSAVTPILYNAVSSSFRKLFLESLGSLCGEQHSLVPLPQEAPESTTSTYSFRLWGSPRNPSLGEIQV. The pKi is 7.2. (7) The compound is CC1(OC(=O)N2CCC(n3ncc(COc4ccc(C#N)cc4F)c3C#N)CC2)CC1. The target protein (Q8TDV5) has sequence MESSFSFGVILAVLASLIIATNTLVAVAVLLLIHKNDGVSLCFTLNLAVADTLIGVAISGLLTDQLSSPSRPTQKTLCSLRMAFVTSSAAASVLTVMLITFDRYLAIKQPFRYLKIMSGFVAGACIAGLWLVSYLIGFLPLGIPMFQQTAYKGQCSFFAVFHPHFVLTLSCVGFFPAMLLFVFFYCDMLKIASMHSQQIRKMEHAGAMAGGYRSPRTPSDFKALRTVSVLIGSFALSWTPFLITGIVQVACQECHLYLVLERYLWLLGVGNSLLNPLIYAYWQKEVRLQLYHMALGVKKVLTSFLLFLSARNCGPERPRESSCHIVTISSSEFDG. The pKi is 7.4.